This data is from Catalyst prediction with 721,799 reactions and 888 catalyst types from USPTO. The task is: Predict which catalyst facilitates the given reaction. (1) Reactant: [F:1][C:2]1[CH:7]=[CH:6][C:5]([C:8]2[CH:16]=[C:11]3[CH:12]=[CH:13][CH:14]=[CH:15][N:10]3[N:9]=2)=[CH:4][CH:3]=1.[OH-].[Na+].[C:19](OC(=O)C)(=[O:21])[CH3:20]. Product: [F:1][C:2]1[CH:3]=[CH:4][C:5]([C:8]2[C:16]([C:19](=[O:21])[CH3:20])=[C:11]3[CH:12]=[CH:13][CH:14]=[CH:15][N:10]3[N:9]=2)=[CH:6][CH:7]=1. The catalyst class is: 82. (2) Reactant: [NH2:1][C:2]1[CH:3]=[C:4]2[C:10](=[CH:11][CH:12]=1)[CH:9]1[CH2:13][CH2:14][CH:5]2[CH2:6][N:7]([CH2:15][C:16]#[N:17])[CH2:8]1.Cl[C:19]1[N:24]=[C:23]([NH:25][C:26]2[CH:31]=[CH:30][CH:29]=[CH:28][C:27]=2[S:32]([NH:35][CH3:36])(=[O:34])=[O:33])[C:22]([Cl:37])=[CH:21][N:20]=1.Cl.O1CCOCC1. Product: [Cl:37][C:22]1[C:23]([NH:25][C:26]2[CH:31]=[CH:30][CH:29]=[CH:28][C:27]=2[S:32]([NH:35][CH3:36])(=[O:34])=[O:33])=[N:24][C:19]([NH:1][C:2]2[CH:3]=[C:4]3[C:10](=[CH:11][CH:12]=2)[CH:9]2[CH2:13][CH2:14][CH:5]3[CH2:6][N:7]([CH2:15][C:16]#[N:17])[CH2:8]2)=[N:20][CH:21]=1. The catalyst class is: 41. (3) Reactant: [OH:1][C:2]1[CH:3]=[C:4]([CH:9]=[C:10]([O:12][C@@H:13]([CH3:17])[CH2:14][O:15][CH3:16])[CH:11]=1)[C:5]([O:7][CH3:8])=[O:6].[F:18][C:19]1[CH:24]=[CH:23][C:22](B(O)O)=[CH:21][CH:20]=1.C(N(CC)CC)C. Product: [CH3:16][O:15][CH2:14][C@H:13]([CH3:17])[O:12][C:10]1[CH:9]=[C:4]([CH:3]=[C:2]([O:1][C:22]2[CH:23]=[CH:24][C:19]([F:18])=[CH:20][CH:21]=2)[CH:11]=1)[C:5]([O:7][CH3:8])=[O:6]. The catalyst class is: 221.